Dataset: Reaction yield outcomes from USPTO patents with 853,638 reactions. Task: Predict the reaction yield, written as a fraction of the theoretical maximum amount of product (1.0 means a 100% yield; for example, 0.34 means a 34% yield). The reactants are [C:1]1([CH2:11][C:12]([OH:14])=O)[C:10]2[C:5](=[CH:6][CH:7]=[CH:8][CH:9]=2)[CH:4]=[CH:3][CH:2]=1.[N:15]1([C:20]2[S:21][CH:22]=[CH:23][C:24]=2[NH2:25])[CH:19]=[CH:18][N:17]=[CH:16]1.CN1CCOCC1.CN(C=O)C. The catalyst is C(Cl)Cl. The product is [N:15]1([C:20]2[S:21][CH:22]=[CH:23][C:24]=2[NH:25][C:12](=[O:14])[CH2:11][C:1]2[C:10]3[C:5](=[CH:6][CH:7]=[CH:8][CH:9]=3)[CH:4]=[CH:3][CH:2]=2)[CH:19]=[CH:18][N:17]=[CH:16]1. The yield is 0.330.